This data is from Full USPTO retrosynthesis dataset with 1.9M reactions from patents (1976-2016). The task is: Predict the reactants needed to synthesize the given product. (1) Given the product [CH3:9][CH:7]1[N:8]([CH2:11][CH2:12][N:13]2[C:14](=[O:23])[C:15]3[C:16](=[CH:19][CH:20]=[CH:21][CH:22]=3)[C:17]2=[O:18])[CH:3]([CH3:2])[CH2:4][O:5][CH2:6]1, predict the reactants needed to synthesize it. The reactants are: [Cl-].[CH3:2][CH:3]1[NH2+:8][CH:7]([CH3:9])[CH2:6][O:5][CH2:4]1.Br[CH2:11][CH2:12][N:13]1[C:17](=[O:18])[C:16]2=[CH:19][CH:20]=[CH:21][CH:22]=[C:15]2[C:14]1=[O:23]. (2) Given the product [CH:1]([S:14][CH2:15][CH2:16][NH:17][CH2:21][CH:18]1[CH2:20][CH2:19]1)([C:8]1[CH:9]=[CH:10][CH:11]=[CH:12][CH:13]=1)[C:2]1[CH:7]=[CH:6][CH:5]=[CH:4][CH:3]=1, predict the reactants needed to synthesize it. The reactants are: [CH:1]([S:14][CH2:15][CH2:16][NH2:17])([C:8]1[CH:13]=[CH:12][CH:11]=[CH:10][CH:9]=1)[C:2]1[CH:7]=[CH:6][CH:5]=[CH:4][CH:3]=1.[CH:18]1([CH:21]=O)[CH2:20][CH2:19]1.C([BH3-])#N.[Na+].C([O-])(O)=O.[Na+]. (3) Given the product [CH3:8][C:6]1[CH:7]=[C:2]2[C:3](=[CH:4][CH:5]=1)[N:9]1[C:10]([CH2:14][CH2:15][C:16]([OH:18])=[O:17])=[N:11][CH:12]=[C:13]1[C:21](=[O:22])[NH:1]2, predict the reactants needed to synthesize it. The reactants are: [NH2:1][C:2]1[CH:7]=[C:6]([CH3:8])[CH:5]=[CH:4][C:3]=1[N:9]1[CH:13]=[CH:12][N:11]=[C:10]1[CH2:14][CH2:15][C:16]([O:18]CC)=[O:17].[C:21](N1C=CN=C1)(N1C=CN=C1)=[O:22]. (4) Given the product [CH3:5][O:6][C:7]1[CH:8]=[C:9]([CH2:15][CH:16]([OH:17])[CH2:1][CH3:2])[CH:10]=[CH:11][C:12]=1[O:13][CH3:14], predict the reactants needed to synthesize it. The reactants are: [CH2:1]([Mg]Br)[CH3:2].[CH3:5][O:6][C:7]1[CH:8]=[C:9]([CH2:15][CH:16]=[O:17])[CH:10]=[CH:11][C:12]=1[O:13][CH3:14]. (5) Given the product [F:1][CH:2]([F:19])[CH:3]1[CH2:8][CH2:7][NH:6][CH2:5][CH2:4]1, predict the reactants needed to synthesize it. The reactants are: [F:1][CH:2]([F:19])[CH:3]1[CH2:8][CH2:7][N:6](C(OCC2C=CC=CC=2)=O)[CH2:5][CH2:4]1.CC1C=C2N=C3C(=NC(NC3=O)=O)N(C[C@H](O)[C@H](O)[C@H](O)CO)C2=CC=1C.[H][H].